Dataset: Peptide-MHC class II binding affinity with 134,281 pairs from IEDB. Task: Regression. Given a peptide amino acid sequence and an MHC pseudo amino acid sequence, predict their binding affinity value. This is MHC class II binding data. The peptide sequence is AVTFVNAPAFAAERG. The MHC is DRB5_0101 with pseudo-sequence DRB5_0101. The binding affinity (normalized) is 0.733.